Dataset: Peptide-MHC class I binding affinity with 185,985 pairs from IEDB/IMGT. Task: Regression. Given a peptide amino acid sequence and an MHC pseudo amino acid sequence, predict their binding affinity value. This is MHC class I binding data. (1) The peptide sequence is YMGLVKKAK. The MHC is HLA-A02:06 with pseudo-sequence HLA-A02:06. The binding affinity (normalized) is 0.0847. (2) The peptide sequence is AVAKAAAAV. The MHC is HLA-A02:06 with pseudo-sequence HLA-A02:06. The binding affinity (normalized) is 0.879. (3) The peptide sequence is TLFGRGVIDT. The MHC is HLA-A02:02 with pseudo-sequence HLA-A02:02. The binding affinity (normalized) is 0.511. (4) The MHC is Patr-B2401 with pseudo-sequence Patr-B2401. The peptide sequence is SDELELDTI. The binding affinity (normalized) is 0.794. (5) The peptide sequence is ASFKAGKLR. The MHC is HLA-A68:02 with pseudo-sequence HLA-A68:02. The binding affinity (normalized) is 0.0847.